Dataset: Reaction yield outcomes from USPTO patents with 853,638 reactions. Task: Predict the reaction yield, written as a fraction of the theoretical maximum amount of product (1.0 means a 100% yield; for example, 0.34 means a 34% yield). (1) The reactants are [NH2:1][CH2:2][CH2:3][N:4]1[CH2:9][CH2:8][O:7][CH2:6][CH2:5]1.[C:10](O[C:10]([O:12][C:13]([CH3:16])([CH3:15])[CH3:14])=[O:11])([O:12][C:13]([CH3:16])([CH3:15])[CH3:14])=[O:11]. The catalyst is CCOC(C)=O.[Cl-].[In+3].[Cl-].[Cl-]. The product is [C:13]([O:12][C:10](=[O:11])[NH:1][CH2:2][CH2:3][N:4]1[CH2:9][CH2:8][O:7][CH2:6][CH2:5]1)([CH3:16])([CH3:15])[CH3:14]. The yield is 0.920. (2) The reactants are [CH2:1]([N:3]1[C:7]2=[N:8][C:9]([CH2:48][CH3:49])=[C:10]([CH2:19][NH:20][C:21]([C:23]3[CH:28]=[CH:27][CH:26]=[C:25]([C:29]([NH:31][CH2:32][C:33]4[CH:34]=[C:35]([C:40]5[CH:45]=[CH:44][CH:43]=[C:42]([CH:46]=O)[CH:41]=5)[C:36]([CH3:39])=[CH:37][CH:38]=4)=[O:30])[N:24]=3)=[O:22])[C:11]([NH:12][CH:13]3[CH2:18][CH2:17][O:16][CH2:15][CH2:14]3)=[C:6]2[CH:5]=[N:4]1)[CH3:2].[N:50]1([C:56]([O:58][C:59]([CH3:62])([CH3:61])[CH3:60])=[O:57])[CH2:55][CH2:54][NH:53][CH2:52][CH2:51]1.C(O)(=O)C.C(O[BH-](OC(=O)C)OC(=O)C)(=O)C. The catalyst is ClCCCl. The product is [CH2:1]([N:3]1[C:7]2=[N:8][C:9]([CH2:48][CH3:49])=[C:10]([CH2:19][NH:20][C:21]([C:23]3[N:24]=[C:25]([C:29]([NH:31][CH2:32][C:33]4[CH:38]=[CH:37][C:36]([CH3:39])=[C:35]([C:40]5[CH:45]=[CH:44][CH:43]=[C:42]([CH2:46][N:53]6[CH2:54][CH2:55][N:50]([C:56]([O:58][C:59]([CH3:62])([CH3:61])[CH3:60])=[O:57])[CH2:51][CH2:52]6)[CH:41]=5)[CH:34]=4)=[O:30])[CH:26]=[CH:27][CH:28]=3)=[O:22])[C:11]([NH:12][CH:13]3[CH2:18][CH2:17][O:16][CH2:15][CH2:14]3)=[C:6]2[CH:5]=[N:4]1)[CH3:2]. The yield is 0.760. (3) The reactants are [ClH:1].[NH2:2][C:3]1[N:8]=[CH:7][C:6](/[CH:9]=[CH:10]/[C:11]([OH:13])=O)=[CH:5][C:4]=1[CH2:14][N:15]1[CH2:20][CH2:19][N:18]([CH3:21])[CH2:17][CH2:16]1.Cl.CN1[CH2:30][C:29]2[CH:31]=[C:32](/[CH:35]=[CH:36]/[C:37](O)=O)[CH:33]=[N:34][C:28]=2NC(=O)C1.C[C:42]1[C:43]([O:51]CC)=C(C=CC=1)CCN.CNCC1C=CC2C(=CC=CC=2)C=1CCC. No catalyst specified. The product is [ClH:1].[NH2:2][C:3]1[N:8]=[CH:7][C:6](/[CH:9]=[CH:10]/[C:11]([N:34]([CH2:33][C:32]2[CH:35]=[CH:36][CH:37]=[C:29]([CH3:30])[C:31]=2[O:51][CH2:43][CH3:42])[CH3:28])=[O:13])=[CH:5][C:4]=1[CH2:14][N:15]1[CH2:20][CH2:19][N:18]([CH3:21])[CH2:17][CH2:16]1. The yield is 0.170. (4) The reactants are [CH3:1][C:2]1[N:7]=[C:6]2[S:8][C:9]3[CH2:13][CH2:12][CH2:11][C:10]=3[C:5]2=[C:4]([C:14]2[CH:19]=[CH:18][C:17]([Cl:20])=[CH:16][CH:15]=2)[C:3]=1[CH2:21][C:22]([O:24][CH3:25])=[O:23].[Li+].C[Si]([N-][Si](C)(C)C)(C)C.[CH2:36]1[CH2:40]OC[CH2:37]1.ICCC. The catalyst is CN(C=O)C. The product is [CH3:1][C:2]1[N:7]=[C:6]2[S:8][C:9]3[CH2:13][CH2:12][CH2:11][C:10]=3[C:5]2=[C:4]([C:14]2[CH:19]=[CH:18][C:17]([Cl:20])=[CH:16][CH:15]=2)[C:3]=1[CH:21]([CH2:37][CH2:36][CH3:40])[C:22]([O:24][CH3:25])=[O:23]. The yield is 0.440. (5) The reactants are [C:1]1([CH3:11])[CH:6]=[CH:5][C:4]([S:7](Cl)(=[O:9])=[O:8])=[CH:3][CH:2]=1.[CH2:12]([N:15]([CH2:25][CH:26]=[CH2:27])[CH2:16][CH2:17][CH2:18][CH2:19][CH2:20][CH2:21][CH2:22][CH2:23][OH:24])[CH:13]=[CH2:14].N1C=CC=CC=1.O. The catalyst is C(Cl)(Cl)Cl. The product is [CH2:25]([N:15]([CH2:12][CH:13]=[CH2:14])[CH2:16][CH2:17][CH2:18][CH2:19][CH2:20][CH2:21][CH2:22][CH2:23][O:24][S:7]([C:4]1[CH:5]=[CH:6][C:1]([CH3:11])=[CH:2][CH:3]=1)(=[O:9])=[O:8])[CH:26]=[CH2:27]. The yield is 0.400. (6) The reactants are Cl[C:2]1[N:10]=[C:9]([C:11]([F:14])([F:13])[F:12])[N:8]=[C:7]2[C:3]=1[NH:4][CH:5]=[N:6]2.[CH:15]1([NH2:18])[CH2:17][CH2:16]1. The catalyst is C(O)C. The product is [CH:15]1([NH:18][C:2]2[N:10]=[C:9]([C:11]([F:14])([F:13])[F:12])[N:8]=[C:7]3[C:3]=2[NH:4][CH:5]=[N:6]3)[CH2:17][CH2:16]1. The yield is 0.620.